Task: Predict the reactants needed to synthesize the given product.. Dataset: Full USPTO retrosynthesis dataset with 1.9M reactions from patents (1976-2016) Given the product [CH2:17]([O:18][C:19](=[O:20])/[CH:21]=[CH:22]/[CH:23]=[CH:12]/[C:11]1[CH:14]=[CH:15][C:8]([O:7][CH2:1][CH2:2][CH2:3][CH2:4][CH2:5][CH3:6])=[CH:9][CH:10]=1)[CH3:16], predict the reactants needed to synthesize it. The reactants are: [CH2:1]([O:7][C:8]1[CH:15]=[CH:14][C:11]([CH:12]=O)=[CH:10][CH:9]=1)[CH2:2][CH2:3][CH2:4][CH2:5][CH3:6].[CH3:16][CH2:17][O:18][C:19](/[CH:21]=[CH:22]/[CH2:23]P(OCC)(OCC)=O)=[O:20].[OH-].[Li+].